This data is from Full USPTO retrosynthesis dataset with 1.9M reactions from patents (1976-2016). The task is: Predict the reactants needed to synthesize the given product. (1) The reactants are: COC(=O)[NH:4][CH2:5][C@H:6]([CH2:11][C:12](=[O:22])N[C@H](C1C=CC=CC=1)C)[CH2:7][CH:8]([CH3:10])[CH3:9].[OH-:24].[Na+]. Given the product [CH3:10][CH:8]([CH2:7][C@H:6]([CH2:5][NH2:4])[CH2:11][C:12]([OH:22])=[O:24])[CH3:9], predict the reactants needed to synthesize it. (2) Given the product [N:9]1([C:2]([O:4][CH2:5][CH:6]=[CH2:7])=[O:3])[CH2:10][CH2:11][CH:12]([C:13]([O:15][C:16]([CH3:18])([CH3:19])[CH3:17])=[O:14])[N:8]1[C:20]([O:22][C:23]([CH3:26])([CH3:25])[CH3:24])=[O:21], predict the reactants needed to synthesize it. The reactants are: Cl[C:2]([O:4][CH2:5][CH:6]=[CH2:7])=[O:3].[N:8]1([C:20]([O:22][C:23]([CH3:26])([CH3:25])[CH3:24])=[O:21])[CH:12]([C:13]([O:15][C:16]([CH3:19])([CH3:18])[CH3:17])=[O:14])[CH2:11][CH2:10][NH:9]1.N1C=CC=CC=1. (3) Given the product [NH2:1][C:2]1[N:7]=[C:6]([C:8]2[CH:13]=[CH:12][CH:11]=[CH:10][C:9]=2[F:14])[C:5]([C:15]#[N:16])=[C:4]([O:28][CH2:34][CH2:35][C:36]2[CH:30]=[CH:29][CH:39]=[CH:38][N:37]=2)[N:3]=1, predict the reactants needed to synthesize it. The reactants are: [NH2:1][C:2]1[N:7]=[C:6]([C:8]2[CH:13]=[CH:12][CH:11]=[CH:10][C:9]=2[F:14])[C:5]([C:15]#[N:16])=[C:4](S(C)=O)[N:3]=1.N1C=CC=CC=1C([OH:28])C.[CH2:29]1[CH2:39][CH2:38][N:37]2C(=N[CH2:34][CH2:35][CH2:36]2)C[CH2:30]1.